From a dataset of Catalyst prediction with 721,799 reactions and 888 catalyst types from USPTO. Predict which catalyst facilitates the given reaction. (1) Reactant: [NH2:1][C:2]1[N:3]=[C:4]([Cl:23])[C:5]2[CH2:10][C:9](=[O:11])[N:8]([CH2:12][C:13]3[C:18]([CH3:19])=[C:17]([O:20][CH3:21])[C:16]([CH3:22])=[CH:15][N:14]=3)[C:6]=2[N:7]=1.[CH2:24]([N:26]([CH2:40][CH3:41])[CH2:27][CH2:28][O:29][CH2:30][C:31]([C:33]1[CH:34]=[C:35]([CH:38]=O)[NH:36][CH:37]=1)=[O:32])[CH3:25].N1CCCCC1. Product: [NH2:1][C:2]1[N:3]=[C:4]([Cl:23])[C:5]2=[C:6]([N:8]([CH2:12][C:13]3[C:18]([CH3:19])=[C:17]([O:20][CH3:21])[C:16]([CH3:22])=[CH:15][N:14]=3)[C:9](=[O:11])/[C:10]/2=[CH:38]\[C:35]2[NH:36][CH:37]=[C:33]([C:31](=[O:32])[CH2:30][O:29][CH2:28][CH2:27][N:26]([CH2:40][CH3:41])[CH2:24][CH3:25])[CH:34]=2)[N:7]=1. The catalyst class is: 14. (2) Reactant: [C:1]([O:4][CH2:5][C:6]1[N:7]=[C:8]([C:11]2[CH:16]=[CH:15][C:14]([Cl:17])=[CH:13][CH:12]=2)[S:9][CH:10]=1)(=[O:3])[CH3:2].[Cl:18][C:19]1[CH:26]=[CH:25][C:22]([CH2:23]Cl)=[CH:21][CH:20]=1.C1(P(C2C=CC=CC=2)C2C=CC=CC=2C2C=CC=CC=2N(C)C)C=CC=CC=1.C([O-])([O-])=O.[Cs+].[Cs+].C(O)(=O)C(C)(C)C. Product: [Cl:17][C:14]1[CH:13]=[CH:12][C:11]([C:8]2[S:9][C:10]([CH2:23][C:22]3[CH:25]=[CH:26][C:19]([Cl:18])=[CH:20][CH:21]=3)=[C:6]([CH2:5][O:4][C:1](=[O:3])[CH3:2])[N:7]=2)=[CH:16][CH:15]=1. The catalyst class is: 493. (3) Reactant: [NH:1]([C:71]([CH3:73])=[O:72])[C@H:2]([C:18]([NH:20][C@H:21]([C:26]([N:28]1[CH2:70][CH2:69][CH2:68][C@H:29]1[C:30]([NH:32][C@H:33]([C:58]([N:60]1[CH2:67][CH2:66][CH2:65][C@H:61]1[C:62]([OH:64])=O)=[O:59])[CH2:34][CH2:35][CH2:36][NH:37][C:38](=[NH:57])[NH:39][S:40]([C:43]1[C:55]([CH3:56])=[C:54]2[C:48]([O:49][C:50]([CH2:53]2)([CH3:52])[CH3:51])=[C:46]([CH3:47])[C:44]=1[CH3:45])(=[O:42])=[O:41])=[O:31])=[O:27])[CH2:22][CH:23]([CH3:25])[CH3:24])=[O:19])[CH2:3][C:4]1[CH:9]=[CH:8][C:7]([O:10][CH2:11]C2C=CC=CC=2)=[CH:6][CH:5]=1.[C:74]1([CH2:80][CH2:81][CH2:82][NH2:83])[CH:79]=[CH:78][CH:77]=[CH:76][CH:75]=1.F[P-](F)(F)(F)(F)F.N1(O[P+](N(C)C)(N(C)C)N(C)C)[C:95]2[CH:96]=[CH:97][CH:98]=[CH:99][C:94]=2N=N1.CCN(C(C)C)C(C)C. Product: [NH:1]([C:71]([CH3:73])=[O:72])[C@H:2]([C:18]([NH:20][C@H:21]([C:26]([N:28]1[CH2:70][CH2:69][CH2:68][C@H:29]1[C:30]([NH:32][C@H:33]([C:58]([N:60]1[CH2:67][CH2:66][CH2:65][C@H:61]1[C:62]([NH:83][CH2:82][CH2:81][CH2:80][C:74]1[CH:79]=[CH:78][CH:77]=[CH:76][CH:75]=1)=[O:64])=[O:59])[CH2:34][CH2:35][CH2:36][NH:37][C:38](=[NH:57])[NH:39][S:40]([C:43]1[C:55]([CH3:56])=[C:54]2[C:48]([O:49][C:50]([CH2:53]2)([CH3:51])[CH3:52])=[C:46]([CH3:47])[C:44]=1[CH3:45])(=[O:42])=[O:41])=[O:31])=[O:27])[CH2:22][CH:23]([CH3:24])[CH3:25])=[O:19])[CH2:3][C:4]1[CH:9]=[CH:8][C:7]([O:10][CH2:11][C:94]2[CH:99]=[CH:98][CH:97]=[CH:96][CH:95]=2)=[CH:6][CH:5]=1. The catalyst class is: 3. (4) Reactant: [C:1]([O:4][CH2:5][CH2:6][C@H:7]1[CH2:12][CH2:11][C@H:10]([CH:13]([NH:19][C:20]([O:22][C:23]([CH3:26])([CH3:25])[CH3:24])=[O:21])[CH2:14][CH2:15][N:16]=[N+]=[N-])[CH2:9][CH2:8]1)(=[O:3])[CH3:2]. Product: [C:1]([O:4][CH2:5][CH2:6][C@H:7]1[CH2:12][CH2:11][C@H:10]([CH:13]([NH:19][C:20]([O:22][C:23]([CH3:26])([CH3:25])[CH3:24])=[O:21])[CH2:14][CH2:15][NH2:16])[CH2:9][CH2:8]1)(=[O:3])[CH3:2]. The catalyst class is: 19. (5) Reactant: [CH2:1](N(CC)CC)C.[NH2:8][C@H:9]([CH:12]([CH3:14])[CH3:13])[CH2:10][OH:11].[Cl:15][C:16]1[C:21]([S:22]([N:25]([O:27][CH3:28])[CH3:26])(=[O:24])=[O:23])=[C:20]([OH:29])[C:19]([NH:30][C:31]2[C:34](=O)[C:33](=[O:36])[C:32]=2[O:37]CC)=[CH:18][CH:17]=1. Product: [Cl:15][C:16]1[C:21]([S:22]([N:25]([O:27][CH3:28])[CH3:26])(=[O:23])=[O:24])=[C:20]([OH:29])[C:19]([NH:30][C:31]2[C:32](=[O:37])[C:33](=[O:36])[C:34]=2[NH:8][C@@H:9]([CH2:10][O:11][CH3:1])[CH:12]([CH3:14])[CH3:13])=[CH:18][CH:17]=1. The catalyst class is: 14. (6) Reactant: Cl[CH2:2][C:3]1[N:8]=[C:7]([C:9]([NH:11][C:12]2[CH:17]=[CH:16][C:15]([N:18]3[CH2:23][CH2:22][CH2:21][CH2:20][CH2:19]3)=[CH:14][C:13]=2[C:24]2[CH:29]=[C:28]([C:30](=[O:43])[NH:31][CH2:32][C:33]3[CH:38]=[CH:37][CH:36]=[C:35]([C:39]([F:42])([F:41])[F:40])[CH:34]=3)[CH:27]=[CH:26][N:25]=2)=[O:10])[CH:6]=[CH:5][CH:4]=1.[NH:44]1[CH2:49][CH2:48][CH:47]([NH:50][C:51](=[O:53])[CH3:52])[CH2:46][CH2:45]1.C(=O)([O-])[O-].[K+].[K+].[I-].[K+]. Product: [C:51]([NH:50][CH:47]1[CH2:48][CH2:49][N:44]([CH2:2][C:3]2[N:8]=[C:7]([C:9]([NH:11][C:12]3[CH:17]=[CH:16][C:15]([N:18]4[CH2:23][CH2:22][CH2:21][CH2:20][CH2:19]4)=[CH:14][C:13]=3[C:24]3[CH:29]=[C:28]([C:30](=[O:43])[NH:31][CH2:32][C:33]4[CH:38]=[CH:37][CH:36]=[C:35]([C:39]([F:42])([F:41])[F:40])[CH:34]=4)[CH:27]=[CH:26][N:25]=3)=[O:10])[CH:6]=[CH:5][CH:4]=2)[CH2:45][CH2:46]1)(=[O:53])[CH3:52]. The catalyst class is: 9. (7) Reactant: [OH:1][C:2]1([C:13]2[S:14][C:15]([C:18]3[CH:23]=[C:22]([CH3:24])[CH:21]=[C:20]([NH:25][C:26]4[CH:31]=[C:30]([O:32][CH3:33])[N:29]=[CH:28][N:27]=4)[N:19]=3)=[CH:16][N:17]=2)[CH2:7][CH2:6][CH:5]([C:8]([OH:10])=O)[C:4]([CH3:12])([CH3:11])[CH2:3]1.[Cl-].[NH4+].C([N:38]=C=NCCCN(C)C)C.ON1C2C=CC=CC=2N=N1.C(N(C(C)C)C(C)C)C. Product: [OH:1][C:2]1([C:13]2[S:14][C:15]([C:18]3[CH:23]=[C:22]([CH3:24])[CH:21]=[C:20]([NH:25][C:26]4[CH:31]=[C:30]([O:32][CH3:33])[N:29]=[CH:28][N:27]=4)[N:19]=3)=[CH:16][N:17]=2)[CH2:7][CH2:6][CH:5]([C:8]([NH2:38])=[O:10])[C:4]([CH3:11])([CH3:12])[CH2:3]1. The catalyst class is: 255. (8) Reactant: Br[C:2]1[CH:7]=[CH:6][C:5]([O:8][CH3:9])=[CH:4][CH:3]=1.[Li]CCCC.C([O:19][B:20]([O-])[O-:21])CCC. Product: [CH3:9][O:8][C:5]1[CH:6]=[CH:7][C:2]([B:20]([OH:21])[OH:19])=[CH:3][CH:4]=1. The catalyst class is: 1.